This data is from Forward reaction prediction with 1.9M reactions from USPTO patents (1976-2016). The task is: Predict the product of the given reaction. (1) Given the reactants [NH2:1][C:2]1[CH:3]=[C:4]([CH:21]=[CH:22][CH:23]=1)[CH2:5][N:6]1[CH:14]=[N:13][C:12]2[C:7]1=[N:8][C:9]([NH2:20])=[N:10][C:11]=2[C:15]1[O:16][CH:17]=[CH:18][CH:19]=1.[C:24](Cl)(=[O:26])[CH3:25], predict the reaction product. The product is: [C:24]([NH:1][C:2]1[CH:3]=[C:4]([CH:21]=[CH:22][CH:23]=1)[CH2:5][N:6]1[CH:14]=[N:13][C:12]2[C:7]1=[N:8][C:9]([NH2:20])=[N:10][C:11]=2[C:15]1[O:16][CH:17]=[CH:18][CH:19]=1)(=[O:26])[CH3:25]. (2) Given the reactants [C:1]1([CH:7]([C:30]2[CH:35]=[CH:34][CH:33]=[CH:32][CH:31]=2)[N:8]2[C:16]3[C:11](=[CH:12][CH:13]=[C:14]([F:17])[CH:15]=3)[C:10](O)([C:18]3[C:19]([OH:27])=[CH:20][C:21]4[O:25][CH2:24][CH2:23][C:22]=4[CH:26]=3)[C:9]2=[O:29])[CH:6]=[CH:5][CH:4]=[CH:3][CH:2]=1.ClC1C=CC=C2C=1C(O)(C1C(O)=CC3OCCC=3C=1)C(=O)N2C(C1C=CC=CC=1)C1C=CC=CC=1, predict the reaction product. The product is: [C:30]1([CH:7]([C:1]2[CH:2]=[CH:3][CH:4]=[CH:5][CH:6]=2)[N:8]2[C:16]3[C:11](=[CH:12][CH:13]=[C:14]([F:17])[CH:15]=3)[CH:10]([C:18]3[C:19]([OH:27])=[CH:20][C:21]4[O:25][CH2:24][CH2:23][C:22]=4[CH:26]=3)[C:9]2=[O:29])[CH:31]=[CH:32][CH:33]=[CH:34][CH:35]=1. (3) Given the reactants [F:1][C:2]1[CH:3]=[CH:4][C:5]2[N:9]=[C:8]([C@@H:10]([NH2:12])[CH3:11])[N:7]([C:13]3[CH:14]=[N:15][N:16]([CH3:18])[CH:17]=3)[C:6]=2[CH:19]=1.[NH2:20][C:21]1[C:26]([C:27]#[N:28])=[C:25](Cl)[N:24]=[CH:23][N:22]=1.CCN(C(C)C)C(C)C, predict the reaction product. The product is: [NH2:20][C:21]1[C:26]([C:27]#[N:28])=[C:25]([NH:12][C@H:10]([C:8]2[N:7]([C:13]3[CH:14]=[N:15][N:16]([CH3:18])[CH:17]=3)[C:6]3[CH:19]=[C:2]([F:1])[CH:3]=[CH:4][C:5]=3[N:9]=2)[CH3:11])[N:24]=[CH:23][N:22]=1.